From a dataset of HIV replication inhibition screening data with 41,000+ compounds from the AIDS Antiviral Screen. Binary Classification. Given a drug SMILES string, predict its activity (active/inactive) in a high-throughput screening assay against a specified biological target. (1) The molecule is CC(=O)Nc1cc2c(O)c(N=Nc3ccc(C(=O)Nc4ccc(N=Nc5ccc(S(=O)(=O)O)cc5)cc4)cc3)c(S(=O)(=O)O)cc2cc1S(=O)(=O)O. The result is 1 (active). (2) The drug is Cc1n(CC(C)C)c2c([n+]1CC(=O)c1ccc([N+](=O)[O-])cc1)C(=O)c1ccccc1C2=O. The result is 0 (inactive). (3) The compound is c1ccc(C[PH](c2ccccc2)(c2ccccc2)c2ccccc2)cc1. The result is 0 (inactive).